From a dataset of Forward reaction prediction with 1.9M reactions from USPTO patents (1976-2016). Predict the product of the given reaction. Given the reactants [CH2:1]([O:3][C:4]([C:6]1[C:7]([OH:33])=[C:8]2[C:16](=[C:17]([C:24]3[CH:32]=[CH:31][C:27]4[O:28][CH2:29][O:30][C:26]=4[CH:25]=3)[C:18]=1[C:19]([O:21][CH2:22][CH3:23])=[O:20])[C:12]1[O:13][CH2:14][O:15][C:11]=1[CH:10]=[CH:9]2)=[O:5])[CH3:2].[CH3:34][Si](C=[N+]=[N-])(C)C, predict the reaction product. The product is: [CH2:1]([O:3][C:4]([C:6]1[C:7]([O:33][CH3:34])=[C:8]2[C:16](=[C:17]([C:24]3[CH:32]=[CH:31][C:27]4[O:28][CH2:29][O:30][C:26]=4[CH:25]=3)[C:18]=1[C:19]([O:21][CH2:22][CH3:23])=[O:20])[C:12]1[O:13][CH2:14][O:15][C:11]=1[CH:10]=[CH:9]2)=[O:5])[CH3:2].